Regression. Given a peptide amino acid sequence and an MHC pseudo amino acid sequence, predict their binding affinity value. This is MHC class I binding data. From a dataset of Peptide-MHC class I binding affinity with 185,985 pairs from IEDB/IMGT. (1) The peptide sequence is FNKDIFVSL. The MHC is HLA-B08:01 with pseudo-sequence HLA-B08:01. The binding affinity (normalized) is 0.480. (2) The MHC is H-2-Dd with pseudo-sequence H-2-Dd. The peptide sequence is AIGGGLMGII. The binding affinity (normalized) is 0. (3) The peptide sequence is GSWATSSFR. The MHC is HLA-A68:01 with pseudo-sequence HLA-A68:01. The binding affinity (normalized) is 0.631. (4) The peptide sequence is QLFHYYFL. The MHC is H-2-Kb with pseudo-sequence H-2-Kb. The binding affinity (normalized) is 0.339. (5) The peptide sequence is DINESMSQM. The MHC is HLA-A02:06 with pseudo-sequence HLA-A02:06. The binding affinity (normalized) is 0. (6) The peptide sequence is VATDPDADA. The MHC is HLA-A02:01 with pseudo-sequence HLA-A02:01. The binding affinity (normalized) is 0.